This data is from Peptide-MHC class I binding affinity with 185,985 pairs from IEDB/IMGT. The task is: Regression. Given a peptide amino acid sequence and an MHC pseudo amino acid sequence, predict their binding affinity value. This is MHC class I binding data. (1) The peptide sequence is ISKKAKGWF. The MHC is HLA-A68:01 with pseudo-sequence HLA-A68:01. The binding affinity (normalized) is 0. (2) The peptide sequence is SSPSRCERM. The MHC is Mamu-B01 with pseudo-sequence Mamu-B01. The binding affinity (normalized) is 0.242. (3) The peptide sequence is MARPADASM. The MHC is HLA-A02:12 with pseudo-sequence HLA-A02:12. The binding affinity (normalized) is 0.0847. (4) The peptide sequence is RRATAILRK. The MHC is HLA-B07:02 with pseudo-sequence HLA-B07:02. The binding affinity (normalized) is 0.0847.